Predict the reactants needed to synthesize the given product. From a dataset of Full USPTO retrosynthesis dataset with 1.9M reactions from patents (1976-2016). (1) Given the product [Br:12][C:9]1[CH:23]=[CH:22][C:21]2[C:25](=[O:24])[NH:20][S:17](=[O:19])(=[O:18])[C:3]=2[CH:8]=1, predict the reactants needed to synthesize it. The reactants are: NC1C=C[C:9]([Br:12])=[CH:8][C:3]=1C(OC)=O.N([O-])=O.[Na+].[S:17](=[O:19])=[O:18].[NH3:20].[CH2:21]1[CH2:25][O:24][CH2:23][CH2:22]1. (2) The reactants are: [CH3:1][N:2]1[CH2:7][CH:6]([OH:8])[C:5]2[CH:9]=[CH:10][O:11][C:4]=2[CH2:3]1.F[C:13]1[CH:14]=[C:15]([CH:18]=[CH:19][CH:20]=1)[C:16]#[N:17]. Given the product [C:16]([C:15]1[CH:14]=[C:13]([O:8][CH:6]2[CH2:7][N:2]([CH3:1])[CH2:3][C:4]3[O:11][CH:10]=[CH:9][C:5]2=3)[CH:20]=[CH:19][CH:18]=1)#[N:17], predict the reactants needed to synthesize it. (3) Given the product [F:45][C:12]1[CH:11]=[C:10]([NH:9][C:8]([NH:7][S:4]([CH:1]2[CH2:2][CH2:3]2)(=[O:5])=[O:6])=[O:46])[CH:44]=[CH:43][C:13]=1[O:14][C:15]1[CH:20]=[CH:19][N:18]=[C:17]2[CH:21]=[C:22]([C:24]3[CH:25]=[CH:26][C:27]([CH2:30][NH:31][CH2:39][CH2:40][O:41][CH3:42])=[CH:28][N:29]=3)[S:23][C:16]=12, predict the reactants needed to synthesize it. The reactants are: [CH:1]1([S:4]([NH:7][C:8](=[O:46])[NH:9][C:10]2[CH:44]=[CH:43][C:13]([O:14][C:15]3[CH:20]=[CH:19][N:18]=[C:17]4[CH:21]=[C:22]([C:24]5[N:29]=[CH:28][C:27]([CH2:30][N:31]([CH2:39][CH2:40][O:41][CH3:42])C(=O)OC(C)(C)C)=[CH:26][CH:25]=5)[S:23][C:16]=34)=[C:12]([F:45])[CH:11]=2)(=[O:6])=[O:5])[CH2:3][CH2:2]1.Cl.O1CCOCC1.C([O-])(O)=O.[Na+]. (4) Given the product [CH2:1]([O:8][C:9]1[C:14]([CH3:15])=[C:13]([CH3:16])[C:12]([O:17][CH2:18][C:19]2[CH:24]=[CH:23][CH:22]=[CH:21][CH:20]=2)=[C:11]([CH3:25])[C:10]=1[CH2:26][CH2:27][CH2:28][CH2:29][OH:45])[C:2]1[CH:3]=[CH:4][CH:5]=[CH:6][CH:7]=1, predict the reactants needed to synthesize it. The reactants are: [CH2:1]([O:8][C:9]1[C:14]([CH3:15])=[C:13]([CH3:16])[C:12]([O:17][CH2:18][C:19]2[CH:24]=[CH:23][CH:22]=[CH:21][CH:20]=2)=[C:11]([CH3:25])[C:10]=1[CH2:26][CH2:27][CH:28]=[CH2:29])[C:2]1[CH:7]=[CH:6][CH:5]=[CH:4][CH:3]=1.B1C2CCCC1CCC2.[OH-].[Na+].OO.C(OC(C)C)(=[O:45])C. (5) Given the product [C:30]([O:29][C:28]([NH:27][C@H:17]([C:18]1[CH:23]=[C:22]([F:24])[C:21]([F:25])=[C:20]([F:26])[CH:19]=1)[C@H:16]([O:15][C:43](=[O:44])[C:42]1[CH:41]=[CH:40][C:39]([N+:36]([O-:38])=[O:37])=[CH:47][CH:46]=1)[CH3:35])=[O:34])([CH3:31])([CH3:33])[CH3:32], predict the reactants needed to synthesize it. The reactants are: N(C(OC(C)C)=O)=NC(OC(C)C)=O.[OH:15][C@@H:16]([CH3:35])[C@H:17]([NH:27][C:28](=[O:34])[O:29][C:30]([CH3:33])([CH3:32])[CH3:31])[C:18]1[CH:23]=[C:22]([F:24])[C:21]([F:25])=[C:20]([F:26])[CH:19]=1.[N+:36]([C:39]1[CH:47]=[CH:46][C:42]([C:43](O)=[O:44])=[CH:41][CH:40]=1)([O-:38])=[O:37].C1(P(C2C=CC=CC=2)C2C=CC=CC=2)C=CC=CC=1. (6) Given the product [NH2:11][C@H:12]1[CH2:17][CH2:16][CH2:15][N:14]([P:18]([NH:24][CH2:25][CH2:26][CH3:27])([NH:20][CH2:21][CH2:22][CH3:23])=[O:19])[C:13]1=[O:28], predict the reactants needed to synthesize it. The reactants are: C(OC([NH:11][C@H:12]1[CH2:17][CH2:16][CH2:15][N:14]([P:18]([NH:24][CH2:25][CH2:26][CH3:27])([NH:20][CH2:21][CH2:22][CH3:23])=[O:19])[C:13]1=[O:28])=O)C1C=CC=CC=1.